The task is: Predict the reaction yield, written as a fraction of the theoretical maximum amount of product (1.0 means a 100% yield; for example, 0.34 means a 34% yield).. This data is from Reaction yield outcomes from USPTO patents with 853,638 reactions. The reactants are [Cl:1][C:2]1[C:3]([NH2:8])=[N:4][CH:5]=[CH:6][N:7]=1.Cl[CH:10]([C:16](=O)[CH3:17])[C:11]([O:13][CH2:14][CH3:15])=[O:12]. The catalyst is C(O)C. The product is [Cl:1][C:2]1[C:3]2[N:4]([C:10]([C:11]([O:13][CH2:14][CH3:15])=[O:12])=[C:16]([CH3:17])[N:8]=2)[CH:5]=[CH:6][N:7]=1. The yield is 0.0600.